From a dataset of Full USPTO retrosynthesis dataset with 1.9M reactions from patents (1976-2016). Predict the reactants needed to synthesize the given product. (1) Given the product [CH3:17][C:4]1[C:5]([N:9]2[C@@H:16]3[C@@H:11]([CH2:12][CH2:13][N:14]([C:40]([C:39]4[CH:43]=[CH:44][CH:45]=[CH:46][C:38]=4[N:34]4[N:35]=[CH:36][CH:37]=[N:33]4)=[O:41])[CH2:15]3)[CH2:10]2)=[N:6][CH:7]=[CH:2][N:3]=1, predict the reactants needed to synthesize it. The reactants are: C[C:2]1[N:3]=[CH:4][C:5]([N:9]2[C@@H:16]3[C@@H:11]([CH2:12][CH2:13][NH:14][CH2:15]3)[CH2:10]2)=[N:6][C:7]=1C.[CH3:17]C1C=C(C)N=C(N2[C@@H]3[C@@H](CCNC3)C2)N=1.[N:33]1[N:34]([C:38]2[CH:46]=[CH:45][CH:44]=[CH:43][C:39]=2[C:40](O)=[O:41])[N:35]=[CH:36][CH:37]=1.S1C=CC=C1C1C=CC=CC=1C(O)=O. (2) Given the product [CH3:1][O:2][C:3]1[CH:4]=[CH:5][C:6]2[NH:12][C:11](=[O:13])[N:10]([CH:14]3[CH2:19][CH2:18][N:17]([C:22]4[CH:23]=[C:24]([C:28]([C:30]5[CH:31]=[C:32]6[C:36](=[C:37]([CH3:39])[CH:38]=5)[NH:35][C:34](=[O:40])[CH2:33]6)=[O:29])[N:25]=[CH:26][N:27]=4)[CH2:16][CH2:15]3)[CH2:9][CH2:8][C:7]=2[CH:20]=1, predict the reactants needed to synthesize it. The reactants are: [CH3:1][O:2][C:3]1[CH:4]=[CH:5][C:6]2[NH:12][C:11](=[O:13])[N:10]([CH:14]3[CH2:19][CH2:18][NH:17][CH2:16][CH2:15]3)[CH2:9][CH2:8][C:7]=2[CH:20]=1.Cl[C:22]1[N:27]=[CH:26][N:25]=[C:24]([C:28]([C:30]2[CH:31]=[C:32]3[C:36](=[C:37]([CH3:39])[CH:38]=2)[NH:35][C:34](=[O:40])[CH2:33]3)=[O:29])[CH:23]=1.CCN(C(C)C)C(C)C.